The task is: Predict the reactants needed to synthesize the given product.. This data is from Full USPTO retrosynthesis dataset with 1.9M reactions from patents (1976-2016). (1) Given the product [Br:1][C:2]1[CH:7]=[N:6][C:5]2[C:14]3[CH:13]=[CH:12][C:11]([Cl:15])=[C:10]([F:16])[C:9]=3[NH:8][C:4]=2[CH:3]=1, predict the reactants needed to synthesize it. The reactants are: [Br:1][C:2]1[CH:3]=[C:4]([NH:8][C:9]2[CH:14]=[CH:13][CH:12]=[C:11]([Cl:15])[C:10]=2[F:16])[CH:5]=[N:6][CH:7]=1.C(OCC)(=O)C.N. (2) Given the product [NH:8]1[CH2:13][CH2:12][CH2:11][C@@H:10]([C:14]([NH:16][NH:17][C:18]([C@H:20]2[CH2:26][CH2:25][C@@H:24]3[CH2:27][N:21]2[C:22](=[O:33])[N:23]3[O:28][S:29](=[O:30])(=[O:31])[OH:32])=[O:19])=[O:15])[CH2:9]1, predict the reactants needed to synthesize it. The reactants are: C(OC([N:8]1[CH2:13][CH2:12][CH2:11][C@@H:10]([C:14]([NH:16][NH:17][C:18]([C@H:20]2[CH2:26][CH2:25][C@@H:24]3[CH2:27][N:21]2[C:22](=[O:33])[N:23]3[O:28][S:29]([OH:32])(=[O:31])=[O:30])=[O:19])=[O:15])[CH2:9]1)=O)(C)(C)C.FC(F)(F)C(O)=O. (3) Given the product [Cl:13][C:4]1[CH:3]=[C:2]([NH:20][CH2:19][C:15]2[S:14][CH:18]=[CH:17][CH:16]=2)[C:7]([C:8]([O:10][CH2:11][CH3:12])=[O:9])=[CH:6][N:5]=1, predict the reactants needed to synthesize it. The reactants are: Cl[C:2]1[C:7]([C:8]([O:10][CH2:11][CH3:12])=[O:9])=[CH:6][N:5]=[C:4]([Cl:13])[CH:3]=1.[S:14]1[CH:18]=[CH:17][CH:16]=[C:15]1[CH2:19][NH2:20].CCN(C(C)C)C(C)C.O. (4) Given the product [Cl:1][C:2]1[C:3]([C:9]2[CH:14]=[CH:13][CH:12]=[C:11]([NH:15][CH2:23][CH:24]3[CH2:29][CH2:28][O:27][C:26]([CH3:31])([CH3:30])[CH2:25]3)[N:10]=2)=[CH:4][C:5]([F:8])=[N:6][CH:7]=1, predict the reactants needed to synthesize it. The reactants are: [Cl:1][C:2]1[C:3]([C:9]2[CH:14]=[CH:13][CH:12]=[C:11]([N:15]([CH2:23][CH:24]3[CH2:29][CH2:28][O:27][C:26]([CH3:31])([CH3:30])[CH2:25]3)C(=O)OC(C)(C)C)[N:10]=2)=[CH:4][C:5]([F:8])=[N:6][CH:7]=1.Cl.O1CCOCC1. (5) Given the product [ClH:22].[Cl:22][C:19]1[CH:20]=[CH:21][C:16]([NH:15][C:9]2[C:8]3[C:13](=[CH:14][C:5]([O:4][CH2:3][CH2:2][N:34]4[CH2:33][CH2:32][N:31]([C:29]([O:28][CH2:26][CH3:27])=[O:30])[CH2:36][CH2:35]4)=[C:6]([O:24][CH3:25])[CH:7]=3)[N:12]=[CH:11][N:10]=2)=[C:17]([F:23])[CH:18]=1, predict the reactants needed to synthesize it. The reactants are: Br[CH2:2][CH2:3][O:4][C:5]1[CH:14]=[C:13]2[C:8]([C:9]([NH:15][C:16]3[CH:21]=[CH:20][C:19]([Cl:22])=[CH:18][C:17]=3[F:23])=[N:10][CH:11]=[N:12]2)=[CH:7][C:6]=1[O:24][CH3:25].[CH2:26]([O:28][C:29]([N:31]1[CH2:36][CH2:35][NH:34][CH2:33][CH2:32]1)=[O:30])[CH3:27]. (6) Given the product [F:24][C:25]1[C:26]([CH3:32])=[CH:27][C:28]([NH:31][C:2]2[CH:7]=[C:6]([NH:8][C:9]3[C:10]([O:18][CH3:19])=[C:11]([CH:15]=[CH:16][CH:17]=3)[C:12]([OH:14])=[O:13])[C:5]([C:20](=[O:23])[NH:21][CH3:22])=[CH:4][N:3]=2)=[N:29][CH:30]=1, predict the reactants needed to synthesize it. The reactants are: Cl[C:2]1[CH:7]=[C:6]([NH:8][C:9]2[C:10]([O:18][CH3:19])=[C:11]([CH:15]=[CH:16][CH:17]=2)[C:12]([OH:14])=[O:13])[C:5]([C:20](=[O:23])[NH:21][CH3:22])=[CH:4][N:3]=1.[F:24][C:25]1[C:26]([CH3:32])=[CH:27][C:28]([NH2:31])=[N:29][CH:30]=1.[Li+].C[Si]([N-][Si](C)(C)C)(C)C.Cl. (7) Given the product [C:24]1([B:23]([C:17]2[CH:18]=[CH:19][CH:20]=[CH:21][CH:22]=2)[O:1][C:2]2[CH:7]=[CH:6][CH:5]=[CH:4][C:3]=2[C:8]2[S:9][C:10]3[CH:16]=[CH:15][CH:14]=[CH:13][C:11]=3[N:12]=2)[CH:25]=[CH:26][CH:27]=[CH:28][CH:29]=1, predict the reactants needed to synthesize it. The reactants are: [OH:1][C:2]1[CH:7]=[CH:6][CH:5]=[CH:4][C:3]=1[C:8]1[S:9][C:10]2[CH:16]=[CH:15][CH:14]=[CH:13][C:11]=2[N:12]=1.[C:17]1([B:23](O[B:23]([C:17]2[CH:18]=[CH:19][CH:20]=[CH:21][CH:22]=2)[C:24]2[CH:25]=[CH:26][CH:27]=[CH:28][CH:29]=2)[C:24]2[CH:29]=[CH:28][CH:27]=[CH:26][CH:25]=2)[CH:22]=[CH:21][CH:20]=[CH:19][CH:18]=1. (8) The reactants are: [Si:1]([O:8][CH:9]([CH2:20][O:21][C:22]1[CH:27]=[CH:26][CH:25]=[C:24]([C:28]2[N:33]=[C:32]3[N:34]([CH:37]([CH3:39])[CH3:38])[N:35]=[CH:36][C:31]3=[C:30](Cl)[CH:29]=2)[CH:23]=1)[CH2:10][N:11]([CH3:19])[C:12](=[O:18])[O:13][C:14]([CH3:17])([CH3:16])[CH3:15])([C:4]([CH3:7])([CH3:6])[CH3:5])([CH3:3])[CH3:2].[O:41]1[CH2:46][CH2:45][CH:44]([NH2:47])[CH2:43][CH2:42]1.C1C=CC(P(C2C(C3C(P(C4C=CC=CC=4)C4C=CC=CC=4)=CC=C4C=3C=CC=C4)=C3C(C=CC=C3)=CC=2)C2C=CC=CC=2)=CC=1.C([O-])([O-])=O.[Cs+].[Cs+]. Given the product [Si:1]([O:8][CH:9]([CH2:20][O:21][C:22]1[CH:27]=[CH:26][CH:25]=[C:24]([C:28]2[N:33]=[C:32]3[N:34]([CH:37]([CH3:39])[CH3:38])[N:35]=[CH:36][C:31]3=[C:30]([NH:47][CH:44]3[CH2:45][CH2:46][O:41][CH2:42][CH2:43]3)[CH:29]=2)[CH:23]=1)[CH2:10][N:11]([CH3:19])[C:12](=[O:18])[O:13][C:14]([CH3:17])([CH3:16])[CH3:15])([C:4]([CH3:7])([CH3:6])[CH3:5])([CH3:3])[CH3:2], predict the reactants needed to synthesize it.